Dataset: Catalyst prediction with 721,799 reactions and 888 catalyst types from USPTO. Task: Predict which catalyst facilitates the given reaction. Reactant: Cl[CH2:2][C:3]1[C:8]([CH2:9][CH3:10])=[N:7][C:6]2[N:11]([CH2:14][CH3:15])[N:12]=[CH:13][C:5]=2[C:4]=1[NH:16][CH:17]1[CH2:22][CH2:21][O:20][CH2:19][CH2:18]1.[F:23][C:24]1[CH:29]=[CH:28][C:27]([CH2:30][NH:31][C:32]([C:34]2[CH:39]=[CH:38][CH:37]=[C:36]([CH2:40][OH:41])[CH:35]=2)=[O:33])=[CH:26][C:25]=1[C:42]1[CH:47]=[CH:46][CH:45]=[C:44]([CH2:48][N:49]2[CH2:54][CH2:53][N:52](C(OC(C)(C)C)=O)[CH2:51][CH2:50]2)[CH:43]=1. Product: [CH2:14]([N:11]1[C:6]2=[N:7][C:8]([CH2:9][CH3:10])=[C:3]([CH2:2][O:41][CH2:40][C:36]3[CH:35]=[C:34]([CH:39]=[CH:38][CH:37]=3)[C:32]([NH:31][CH2:30][C:27]3[CH:26]=[C:25]([C:42]4[CH:47]=[CH:46][CH:45]=[C:44]([CH2:48][N:49]5[CH2:54][CH2:53][NH:52][CH2:51][CH2:50]5)[CH:43]=4)[C:24]([F:23])=[CH:29][CH:28]=3)=[O:33])[C:4]([NH:16][CH:17]3[CH2:22][CH2:21][O:20][CH2:19][CH2:18]3)=[C:5]2[CH:13]=[N:12]1)[CH3:15]. The catalyst class is: 3.